Dataset: Forward reaction prediction with 1.9M reactions from USPTO patents (1976-2016). Task: Predict the product of the given reaction. (1) The product is: [S:17]1[CH:18]=[CH:19][CH:20]=[C:16]1[S:13]([NH:12][C:6]1[CH:7]=[CH:8][CH:9]=[C:10]2[C:5]=1[NH:4][C:3]([C:1]1[S:29][CH2:28][CH:26]([C:25]([O:24][CH2:22][CH3:23])=[O:30])[N:2]=1)=[CH:11]2)(=[O:14])=[O:15]. Given the reactants [C:1]([C:3]1[NH:4][C:5]2[C:10]([CH:11]=1)=[CH:9][CH:8]=[CH:7][C:6]=2[NH:12][S:13]([C:16]1[S:17][CH:18]=[CH:19][CH:20]=1)(=[O:15])=[O:14])#[N:2].Cl.[CH2:22]([O:24][C:25](=[O:30])[C@H:26]([CH2:28][SH:29])N)[CH3:23].C(O)C, predict the reaction product. (2) Given the reactants [CH3:1][Si:2]([CH3:33])([CH3:32])[CH2:3][CH2:4][O:5][CH2:6][N:7]1[C:11]2[N:12]=[CH:13][N:14]=[C:15]([C:16]3[CH:17]=[N:18][N:19]([CH:21]([CH2:27][C:28]([O:30]C)=[O:29])[CH2:22][C:23]([O:25]C)=[O:24])[CH:20]=3)[C:10]=2[CH:9]=[CH:8]1.CO.O.[OH-].[Li+], predict the reaction product. The product is: [CH3:33][Si:2]([CH3:1])([CH3:32])[CH2:3][CH2:4][O:5][CH2:6][N:7]1[C:11]2[N:12]=[CH:13][N:14]=[C:15]([C:16]3[CH:17]=[N:18][N:19]([CH:21]([CH2:27][C:28]([OH:30])=[O:29])[CH2:22][C:23]([OH:25])=[O:24])[CH:20]=3)[C:10]=2[CH:9]=[CH:8]1. (3) Given the reactants Cl.[Cl:2][C:3]1[CH:4]=[C:5]2[C:9](=[CH:10][CH:11]=1)[NH:8][CH:7]=[C:6]2[CH2:12][CH2:13][NH2:14].CN1[C:24]2[C:19](=[CH:20][CH:21]=[C:22]([N:25]3[CH2:29][CH2:28][CH:27]([C:30]([OH:32])=O)[C:26]3=[O:33])[CH:23]=2)CC1.CN(C(ON1N=NC2C=[CH:46][CH:47]=[N:48][C:43]1=2)=[N+](C)C)C.F[P-](F)(F)(F)(F)F.C(N(CC)C(C)C)(C)C, predict the reaction product. The product is: [Cl:2][C:3]1[CH:4]=[C:5]2[C:9](=[CH:10][CH:11]=1)[NH:8][CH:7]=[C:6]2[CH2:12][CH2:13][NH:14][C:30]([CH:27]1[CH2:28][CH2:29][N:25]([C:22]2[CH:23]=[C:24]3[C:19](=[CH:20][CH:21]=2)[N:48]([CH3:43])[CH:47]=[CH:46]3)[C:26]1=[O:33])=[O:32]. (4) Given the reactants Cl[C:2]1[C:7]([F:8])=[C:6]([Cl:9])[N:5]=[CH:4][N:3]=1.C(#N)C.[NH:13]1[CH2:18][CH2:17][CH:16]([C:19]([O:21][CH2:22][CH3:23])=[O:20])[CH2:15][CH2:14]1.CCN(C(C)C)C(C)C, predict the reaction product. The product is: [Cl:9][C:6]1[N:5]=[CH:4][N:3]=[C:2]([N:13]2[CH2:18][CH2:17][CH:16]([C:19]([O:21][CH2:22][CH3:23])=[O:20])[CH2:15][CH2:14]2)[C:7]=1[F:8]. (5) Given the reactants [C:1]([C:3]1C=CC(C(C2C(=O)CCCC=2OCC)NC(NC2C=CC=C(C(F)(F)F)C=2)=O)=C(F)C=1)#N.[Br:35][C:36]1[CH:41]=[CH:40][C:39]([CH:42]([C:57]2[C:62](=[O:63])[CH2:61][CH2:60][CH2:59][C:58]=2[OH:64])[NH:43][C:44]([NH:46][C:47]2[CH:52]=[CH:51][CH:50]=[C:49]([C:53]([F:56])([F:55])[F:54])[CH:48]=2)=[O:45])=[C:38]([O:65][CH3:66])[CH:37]=1, predict the reaction product. The product is: [Br:35][C:36]1[CH:41]=[CH:40][C:39]([CH:42]([C:57]2[C:58](=[O:64])[CH2:59][CH2:60][CH2:61][C:62]=2[O:63][CH2:1][CH3:3])[NH:43][C:44]([NH:46][C:47]2[CH:52]=[CH:51][CH:50]=[C:49]([C:53]([F:55])([F:54])[F:56])[CH:48]=2)=[O:45])=[C:38]([O:65][CH3:66])[CH:37]=1. (6) Given the reactants [CH3:1][N:2]1[CH:6]=[N:5][C:4]([C:7]2[CH:12]=[CH:11][CH:10]=[CH:9][CH:8]=2)=[N:3]1.C([Li])CCC.[Si:18]([O:25][C:26]1[C:27]([F:36])=[C:28]([CH:31]=[C:32]([CH2:34][CH3:35])[CH:33]=1)[CH:29]=[O:30])([C:21]([CH3:24])([CH3:23])[CH3:22])([CH3:20])[CH3:19], predict the reaction product. The product is: [Si:18]([O:25][C:26]1[C:27]([F:36])=[C:28]([CH:29]([C:6]2[N:2]([CH3:1])[N:3]=[C:4]([C:7]3[CH:8]=[CH:9][CH:10]=[CH:11][CH:12]=3)[N:5]=2)[OH:30])[CH:31]=[C:32]([CH2:34][CH3:35])[CH:33]=1)([C:21]([CH3:22])([CH3:24])[CH3:23])([CH3:20])[CH3:19]. (7) Given the reactants C(Cl)Cl.C([O:11][C:12]1[CH:13]=[CH:14][C:15]([C@@H:23]([OH:46])[CH2:24][NH:25][CH2:26][C:27]2([CH2:44][OH:45])[CH2:32][CH2:31][N:30]([CH2:33][CH2:34][O:35][CH2:36][CH2:37][C:38]3[CH:43]=[CH:42][CH:41]=[CH:40][CH:39]=3)[CH2:29][CH2:28]2)=[C:16]2[C:21]=1[NH:20][C:19](=[O:22])[CH:18]=[CH:17]2)C1C=CC=CC=1, predict the reaction product. The product is: [OH:11][C:12]1[CH:13]=[CH:14][C:15]([C@@H:23]([OH:46])[CH2:24][NH:25][CH2:26][C:27]2([CH2:44][OH:45])[CH2:32][CH2:31][N:30]([CH2:33][CH2:34][O:35][CH2:36][CH2:37][C:38]3[CH:39]=[CH:40][CH:41]=[CH:42][CH:43]=3)[CH2:29][CH2:28]2)=[C:16]2[C:21]=1[NH:20][C:19](=[O:22])[CH:18]=[CH:17]2. (8) Given the reactants [OH:1][C:2]12[C:13]3[C:8](=[C:9]([N+:14]([O-])=O)[CH:10]=[CH:11][CH:12]=3)[C:7](=[O:17])[C:6]1([NH:18][C:19](=[O:27])[C:20]1[CH:25]=[C:24]([CH3:26])[CH:23]=[CH:22][N:21]=1)[C:5]1[CH:28]=[CH:29][C:30]([CH:32]([CH3:34])[CH3:33])=[CH:31][C:4]=1[O:3]2.C(O)C, predict the reaction product. The product is: [NH2:14][C:9]1[CH:10]=[CH:11][CH:12]=[C:13]2[C:8]=1[C:7](=[O:17])[C:6]1([NH:18][C:19](=[O:27])[C:20]3[CH:25]=[C:24]([CH3:26])[CH:23]=[CH:22][N:21]=3)[C:5]3[CH:28]=[CH:29][C:30]([CH:32]([CH3:34])[CH3:33])=[CH:31][C:4]=3[O:3][C:2]12[OH:1].